From a dataset of Forward reaction prediction with 1.9M reactions from USPTO patents (1976-2016). Predict the product of the given reaction. Given the reactants O[CH2:2][CH:3]([NH:8][C:9]([C:11]1[C:12](=[O:28])[NH:13][C:14]2[C:19]([C:20]=1[C:21]1[CH:26]=[CH:25][CH:24]=[CH:23][CH:22]=1)=[CH:18][C:17]([Cl:27])=[CH:16][CH:15]=2)=[O:10])[CH2:4][CH:5]([CH3:7])[CH3:6].S(Cl)(Cl)=O, predict the reaction product. The product is: [Cl:27][C:17]1[CH:18]=[C:19]2[C:14](=[CH:15][CH:16]=1)[NH:13][C:12](=[O:28])[C:11]([C:9]1[O:10][CH2:2][CH:3]([CH2:4][CH:5]([CH3:7])[CH3:6])[N:8]=1)=[C:20]2[C:21]1[CH:26]=[CH:25][CH:24]=[CH:23][CH:22]=1.